This data is from Catalyst prediction with 721,799 reactions and 888 catalyst types from USPTO. The task is: Predict which catalyst facilitates the given reaction. Reactant: Cl[C:2]1[CH:10]=[CH:9][C:8]([N+]([O-])=O)=[CH:7][C:3]=1[C:4](Cl)=[O:5].[Al+3].[Cl-].[Cl-].[Cl-].Cl. Product: [C:4]([C:2]1[CH:10]=[CH:9][CH:8]=[CH:7][CH:3]=1)(=[O:5])[C:3]1[CH:7]=[CH:8][CH:9]=[CH:10][CH:2]=1. The catalyst class is: 4.